Task: Predict the reactants needed to synthesize the given product.. Dataset: Full USPTO retrosynthesis dataset with 1.9M reactions from patents (1976-2016) (1) Given the product [CH2:33]([O:32][C:30](=[O:31])[NH:11][CH2:10][CH:8]1[CH2:7][C:6]2[CH:12]=[C:2]([F:1])[CH:3]=[C:4]([C:13]3[CH:18]=[CH:17][CH:16]=[CH:15][C:14]=3[CH3:19])[C:5]=2[O:9]1)[C:34]1[CH:39]=[CH:38][CH:37]=[CH:36][CH:35]=1, predict the reactants needed to synthesize it. The reactants are: [F:1][C:2]1[CH:3]=[C:4]([C:13]2[CH:18]=[CH:17][CH:16]=[CH:15][C:14]=2[CH3:19])[C:5]2[O:9][CH:8]([CH2:10][NH2:11])[CH2:7][C:6]=2[CH:12]=1.C(N(C(C)C)CC)(C)C.Cl[C:30]([O:32][CH2:33][C:34]1[CH:39]=[CH:38][CH:37]=[CH:36][CH:35]=1)=[O:31]. (2) Given the product [CH3:14][C:4]1[CH:5]=[C:6]([O:7][CH2:8][C:9]2[NH:17][N:16]=[N:15][N:10]=2)[CH:11]=[C:12]([CH3:13])[C:3]=1[CH:1]=[O:2], predict the reactants needed to synthesize it. The reactants are: [CH:1]([C:3]1[C:12]([CH3:13])=[CH:11][C:6]([O:7][CH2:8][C:9]#[N:10])=[CH:5][C:4]=1[CH3:14])=[O:2].[N-:15]=[N+:16]=[N-:17].[Na+].[Cl-].[NH4+].O. (3) Given the product [I:3][C:4]1[C:9]([O:10][CH3:11])=[C:8]([O:12][CH2:15][CH2:16][CH2:17][O:18][CH3:19])[CH:7]=[C:6]([I:13])[N:5]=1, predict the reactants needed to synthesize it. The reactants are: [OH-].[Na+].[I:3][C:4]1[C:9]([O:10][CH3:11])=[C:8]([OH:12])[CH:7]=[C:6]([I:13])[N:5]=1.I[CH2:15][CH2:16][CH2:17][O:18][CH3:19].O.